From a dataset of Full USPTO retrosynthesis dataset with 1.9M reactions from patents (1976-2016). Predict the reactants needed to synthesize the given product. (1) Given the product [NH2:18][C:15]1[CH:14]=[CH:13][C:12]([C:11]([NH:20][CH:21]2[CH2:26][CH2:25][O:24][CH2:23][CH2:22]2)=[O:19])=[CH:17][CH:16]=1, predict the reactants needed to synthesize it. The reactants are: N1(O[C:11](=[O:19])[C:12]2[CH:17]=[CH:16][C:15]([NH2:18])=[CH:14][CH:13]=2)C2C=CC=CC=2N=N1.[NH2:20][C:21]1[CH:26]=[CH:25][O:24][CH2:23][CH:22]=1.C(N(CC)CC)C. (2) The reactants are: F[C:2](F)(F)[C:3](O)=[O:4].[NH2:8][CH2:9][CH2:10][N:11]1[C:20]2[C:15](=[CH:16][CH:17]=[CH:18][CH:19]=2)[CH2:14][CH:13]([NH:21][C:22]([C:24]2[NH:33][C:27]3=[CH:28][N:29]=[C:30]([Cl:32])[CH:31]=[C:26]3[CH:25]=2)=[O:23])[C:12]1=[O:34].C1C=CC2N(O)N=NC=2C=1.C(O)(=O)C.CCN(C(C)C)C(C)C.CCN=C=NCCCN(C)C. Given the product [C:3]([NH:8][CH2:9][CH2:10][N:11]1[C:20]2[C:15](=[CH:16][CH:17]=[CH:18][CH:19]=2)[CH2:14][CH:13]([NH:21][C:22]([C:24]2[NH:33][C:27]3=[CH:28][N:29]=[C:30]([Cl:32])[CH:31]=[C:26]3[CH:25]=2)=[O:23])[C:12]1=[O:34])(=[O:4])[CH3:2], predict the reactants needed to synthesize it.